From a dataset of Forward reaction prediction with 1.9M reactions from USPTO patents (1976-2016). Predict the product of the given reaction. (1) Given the reactants [C:1]([O:5][CH2:6][CH3:7])(=[O:4])[CH2:2][OH:3].N1C=CN=C1.[Cl-].[C:14]([SiH:18]([C:25]1[CH:30]=[CH:29][CH:28]=[CH:27][CH:26]=1)[C:19]1[CH:24]=[CH:23][CH:22]=[CH:21][CH:20]=1)([CH3:17])([CH3:16])[CH3:15], predict the reaction product. The product is: [CH2:6]([O:5][C:1](=[O:4])[CH2:2][O:3][Si:18]([C:14]([CH3:17])([CH3:16])[CH3:15])([C:25]1[CH:26]=[CH:27][CH:28]=[CH:29][CH:30]=1)[C:19]1[CH:24]=[CH:23][CH:22]=[CH:21][CH:20]=1)[CH3:7]. (2) The product is: [C:1]([O:5][C:6](=[O:26])[NH:7][C@H:8]1[C@H:17]([O:18][CH3:19])[CH2:16][C:15]2[C:10](=[CH:11][C:12]([C:20](=[O:28])[NH2:21])=[CH:13][CH:14]=2)[C:9]1([CH2:22][CH3:23])[CH2:24][CH3:25])([CH3:3])([CH3:4])[CH3:2]. Given the reactants [C:1]([O:5][C:6](=[O:26])[NH:7][C@H:8]1[C@H:17]([O:18][CH3:19])[CH2:16][C:15]2[C:10](=[CH:11][C:12]([C:20]#[N:21])=[CH:13][CH:14]=2)[C:9]1([CH2:24][CH3:25])[CH2:22][CH3:23])([CH3:4])([CH3:3])[CH3:2].C([O-])([O-])=[O:28].[K+].[K+].OO, predict the reaction product. (3) Given the reactants [CH3:1][N:2]([CH2:4][C:5]1[N:9](COCCC[Si](C)(C)C)[C:8]2[CH:19]=[CH:20][C:21]([NH:23][C:24]3[N:42]=[C:27]4[CH:28]=[N:29][CH:30]=[C:31]([C:32]5[CH:33]=[C:34]6[C:38](=[CH:39][CH:40]=5)[N:37]([CH3:41])[N:36]=[CH:35]6)[N:26]4[N:25]=3)=[CH:22][C:7]=2[N:6]=1)[CH3:3], predict the reaction product. The product is: [CH3:3][N:2]([CH2:4][C:5]1[NH:9][C:8]2[CH:19]=[CH:20][C:21]([NH:23][C:24]3[N:42]=[C:27]4[CH:28]=[N:29][CH:30]=[C:31]([C:32]5[CH:33]=[C:34]6[C:38](=[CH:39][CH:40]=5)[N:37]([CH3:41])[N:36]=[CH:35]6)[N:26]4[N:25]=3)=[CH:22][C:7]=2[N:6]=1)[CH3:1]. (4) Given the reactants [C:1]([O:4][C@H:5]([CH2:9][C:10]1[CH:15]=[CH:14][CH:13]=[CH:12][CH:11]=1)[C:6](O)=[O:7])(=[O:3])[CH3:2].N1C=CC=CC=1.N1C(F)=NC(F)=NC=1[F:24], predict the reaction product. The product is: [C:1]([O:4][C@H:5]([CH2:9][C:10]1[CH:15]=[CH:14][CH:13]=[CH:12][CH:11]=1)[C:6]([F:24])=[O:7])(=[O:3])[CH3:2]. (5) The product is: [C:1]([O:5][C:6]([N:8]1[C:16]2[C:11](=[C:12]([OH:21])[C:13]3[CH:20]=[CH:19][CH:18]=[CH:17][C:14]=3[CH:15]=2)[CH:10]([CH2:25][Cl:26])[CH2:9]1)=[O:7])([CH3:4])([CH3:3])[CH3:2]. Given the reactants [C:1]([O:5][C:6]([N:8]1[C:16]2[C:11](=[C:12]([O:21]COC)[C:13]3[CH:20]=[CH:19][CH:18]=[CH:17][C:14]=3[CH:15]=2)[CH:10]([CH2:25][Cl:26])[CH2:9]1)=[O:7])([CH3:4])([CH3:3])[CH3:2].Cl, predict the reaction product.